The task is: Predict the product of the given reaction.. This data is from Forward reaction prediction with 1.9M reactions from USPTO patents (1976-2016). (1) The product is: [F:20][C:14]1[CH:15]=[C:16]([F:19])[CH:17]=[CH:18][C:13]=1[N:12]1[CH:8]([C:4]2[CH:5]=[CH:6][CH:7]=[C:2]([B:28]3[O:32][C:31]([CH3:34])([CH3:33])[C:30]([CH3:36])([CH3:35])[O:29]3)[CH:3]=2)[CH2:9][C:10]([C:21]([F:27])([F:26])[C:22]([F:25])([F:24])[F:23])=[N:11]1. Given the reactants Br[C:2]1[CH:3]=[C:4]([CH:8]2[N:12]([C:13]3[CH:18]=[CH:17][C:16]([F:19])=[CH:15][C:14]=3[F:20])[N:11]=[C:10]([C:21]([F:27])([F:26])[C:22]([F:25])([F:24])[F:23])[CH2:9]2)[CH:5]=[CH:6][CH:7]=1.[B:28]1([B:28]2[O:32][C:31]([CH3:34])([CH3:33])[C:30]([CH3:36])([CH3:35])[O:29]2)[O:32][C:31]([CH3:34])([CH3:33])[C:30]([CH3:36])([CH3:35])[O:29]1.C([O-])(=O)C.[K+], predict the reaction product. (2) Given the reactants [NH2:1][C@H:2]([CH3:31])[CH2:3][O:4][C:5]1[CH:14]=[CH:13][CH:12]=[C:11]2[C:6]=1[C:7]([NH:15][C:16]1[CH:21]=[CH:20][C:19]([O:22][CH2:23][C:24]3[CH:29]=[CH:28][CH:27]=[CH:26][N:25]=3)=[C:18]([Cl:30])[CH:17]=1)=[N:8][CH:9]=[N:10]2.[OH:32][C@@H:33]1[CH2:38][CH2:37][O:36][C:34]1=[O:35], predict the reaction product. The product is: [Cl:30][C:18]1[CH:17]=[C:16]([NH:15][C:7]2[C:6]3[C:11](=[CH:12][CH:13]=[CH:14][C:5]=3[O:4][CH2:3][C@H:2]([NH:1][C:34](=[O:35])[C@H:33]([OH:32])[CH2:38][CH2:37][OH:36])[CH3:31])[N:10]=[CH:9][N:8]=2)[CH:21]=[CH:20][C:19]=1[O:22][CH2:23][C:24]1[CH:29]=[CH:28][CH:27]=[CH:26][N:25]=1. (3) The product is: [CH3:1][O:2][C:3]1[CH:4]=[C:5]2[C:10](=[CH:11][C:12]=1[O:13][CH3:14])[N:9]=[CH:8][CH:7]=[C:6]2[O:15][C:16]1[CH:22]=[CH:21][C:19]([NH:20][C:34](=[O:33])[O:35][CH2:24][CH2:23][CH3:29])=[CH:18][CH:17]=1. Given the reactants [CH3:1][O:2][C:3]1[CH:4]=[C:5]2[C:10](=[CH:11][C:12]=1[O:13][CH3:14])[N:9]=[CH:8][CH:7]=[C:6]2[O:15][C:16]1[CH:22]=[CH:21][C:19]([NH2:20])=[CH:18][CH:17]=1.[C:23]1([CH3:29])C=CC=C[CH:24]=1.ClC(Cl)([O:33][C:34](=O)[O:35]C(Cl)(Cl)Cl)Cl.C(=O)(O)[O-].[Na+], predict the reaction product. (4) The product is: [C:1]([C:5]1[CH:9]=[C:8]([NH:10][C:23](=[O:24])[C:22]2[CH:26]=[C:18]([Cl:17])[CH:19]=[CH:20][C:21]=2[O:27][CH3:28])[N:7]([CH2:11][C@@H:12]2[CH2:16][CH2:15][CH2:14][O:13]2)[N:6]=1)([CH3:4])([CH3:2])[CH3:3]. Given the reactants [C:1]([C:5]1[CH:9]=[C:8]([NH2:10])[N:7]([CH2:11][C@@H:12]2[CH2:16][CH2:15][CH2:14][O:13]2)[N:6]=1)([CH3:4])([CH3:3])[CH3:2].[Cl:17][C:18]1[CH:19]=[CH:20][C:21]([O:27][CH3:28])=[C:22]([CH:26]=1)[C:23](Cl)=[O:24].C(N(CC)CC)C.O, predict the reaction product. (5) Given the reactants Cl.Cl.[NH2:3][CH2:4][CH2:5][C:6]1[CH:44]=[CH:43][C:9]([O:10][CH2:11][CH2:12][C:13]2[CH:14]=[CH:15][C:16]([O:35][CH2:36][C:37]3[CH:42]=[CH:41][CH:40]=[CH:39][CH:38]=3)=[C:17]([C@@H:19]([C:29]3[CH:34]=[CH:33][CH:32]=[CH:31][CH:30]=3)[CH2:20][CH2:21][N:22]([CH:26]([CH3:28])[CH3:27])[CH:23]([CH3:25])[CH3:24])[CH:18]=2)=[CH:8][CH:7]=1.[CH2:45]([O:52][C:53]1[CH:54]=[CH:55][C:56]([C@@H:64]([O:67][Si:68]([C:71]([CH3:74])([CH3:73])[CH3:72])([CH3:70])[CH3:69])[CH2:65]Br)=[C:57]2[C:62]=1[NH:61][C:60](=[O:63])[CH:59]=[CH:58]2)[C:46]1[CH:51]=[CH:50][CH:49]=[CH:48][CH:47]=1.[I-].[K+].C(=O)([O-])O.[Na+].C(#N)CC, predict the reaction product. The product is: [NH3:3].[CH2:45]([O:52][C:53]1[CH:54]=[CH:55][C:56]([C@@H:64]([O:67][Si:68]([C:71]([CH3:72])([CH3:74])[CH3:73])([CH3:70])[CH3:69])[CH2:65][NH:3][CH2:4][CH2:5][C:6]2[CH:44]=[CH:43][C:9]([O:10][CH2:11][CH2:12][C:13]3[CH:14]=[CH:15][C:16]([O:35][CH2:36][C:37]4[CH:38]=[CH:39][CH:40]=[CH:41][CH:42]=4)=[C:17]([C@@H:19]([C:29]4[CH:30]=[CH:31][CH:32]=[CH:33][CH:34]=4)[CH2:20][CH2:21][N:22]([CH:26]([CH3:28])[CH3:27])[CH:23]([CH3:25])[CH3:24])[CH:18]=3)=[CH:8][CH:7]=2)=[C:57]2[C:62]=1[NH:61][C:60](=[O:63])[CH:59]=[CH:58]2)[C:46]1[CH:47]=[CH:48][CH:49]=[CH:50][CH:51]=1.